From a dataset of Full USPTO retrosynthesis dataset with 1.9M reactions from patents (1976-2016). Predict the reactants needed to synthesize the given product. Given the product [Cl:36][C:21]1[C:22]([NH:24][C:25]2[C:34]([CH3:35])=[CH:33][CH:32]=[CH:31][C:26]=2[C:27]([NH:29][CH3:30])=[O:28])=[N:23][C:18]([NH:16][C:13]2[CH:14]=[CH:15][C:8]3[CH2:7][CH2:6][N:5]([CH2:4][CH2:3][O:2][CH3:1])[CH2:11][CH2:10][C:9]=3[CH:12]=2)=[N:19][CH:20]=1, predict the reactants needed to synthesize it. The reactants are: [CH3:1][O:2][CH2:3][CH2:4][N:5]1[CH2:11][CH2:10][C:9]2[CH:12]=[C:13]([NH2:16])[CH:14]=[CH:15][C:8]=2[CH2:7][CH2:6]1.Cl[C:18]1[N:23]=[C:22]([NH:24][C:25]2[C:34]([CH3:35])=[CH:33][CH:32]=[CH:31][C:26]=2[C:27]([NH:29][CH3:30])=[O:28])[C:21]([Cl:36])=[CH:20][N:19]=1.C12(CS(O)(=O)=O)C(C)(C)C(CC1)CC2=O.